Task: Binary Classification. Given a miRNA mature sequence and a target amino acid sequence, predict their likelihood of interaction.. Dataset: Experimentally validated miRNA-target interactions with 360,000+ pairs, plus equal number of negative samples (1) The miRNA is mmu-miR-690 with sequence AAAGGCUAGGCUCACAACCAAA. The protein sequence of the target gene is MEGNKLEEQDSSPPQSTPGLMKGNKREEQGLGPEPAAPQQPTAEEEALIEFHRSYRELFEFFCNNTTIHGAIRLVCSQHNRMKTAFWAVLWLCTFGMMYWQFGLLFGEYFSYPVSLNINLNSDKLVFPAVTICTLNPYRYPEIKEELEELDRITEQTLFDLYKYSSFTTLVAGSRSRRDLRGTLPHPLQRLRVPPPPHGARRARSVASSLRDNNPQVDWKDWKIGFQLCNQNKSDCFYQTYSSGVDAVREWYRFHYINILSRLPETLPSLEEDTLGNFIFACRFNQVSCNQANYSHFHHP.... Result: 0 (no interaction). (2) The miRNA is hsa-miR-138-5p with sequence AGCUGGUGUUGUGAAUCAGGCCG. The protein sequence of the target gene is MPQEQYTHHRSTMPGSVGPQVYKVGIYGWRKRCLYFFVLLLMILILVNLAMTIWILKVMNFTIDGMGNLRITEKGLKLEGDSEFLQPLYAKEIQSRPGNALYFKSARNVTVNILNDQTKVLTQLITGPKAVEAYGKKFEVKTVSGKLLFSADNNEVVVGAERLRVLGAEGTVFPKSIETPNVRADPFKELRLESPTRSLVMEAPKGVEINAEAGNMEATCRTELRLESKDGEIKLDAAKIRLPRLPHGSYTPTGTRQKVFEICVCANGRLFLSQAGAGSTCQINTSVCL. Result: 0 (no interaction). (3) The miRNA is mmu-miR-324-3p with sequence CCACUGCCCCAGGUGCUGCU. The protein sequence of the target gene is MSYPFGKEETATEEELFEFFCECLRRGDWELAQACVPQLHRGQGEIPQKVEDILQALVQCPILLRCGPDINPQRLAWLWLLVLEKWLAPEKKLLSTAIRRKLEFLFLSEDLQGDIPETILKELFETLAQGPAGSIPDRRTPQLSPEAVSVLWNLLKQAPRPAQALLELLLEDHHSASLCPSPLQKSLLDLIREALQTLRDPASQPPGVADAVCGALQALCCKAELPESEWRVLCEELLETCRTEDSPLQEERLLGCLLHKAGRNLLSLYGHTYAEKVAERPPKATLSGKDHPDPERAMLA.... Result: 1 (interaction). (4) The miRNA is hsa-miR-29a-3p with sequence UAGCACCAUCUGAAAUCGGUUA. The protein sequence of the target gene is MAPKKLSCLRSLLLPLSLTLLLPQADTRSFVVDRGHDRFLLDGAPFRYVSGSLHYFRVPRVLWADRLLKMRWSGLNAIQFYVPWNYHEPQPGVYNFNGSRDLIAFLNEAALANLLVILRPGPYICAEWEMGGLPSWLLRKPEIHLRTSDPDFLAAVDSWFKVLLPKIYPWLYHNGGNIISIQVENEYGSYRACDFSYMRHLAGLFRALLGEKILLFTTDGPEGLKCGSLRGLYTTVDFGPADNMTKIFTLLRKYEPHGPLVNSEYYTGWLDYWGQNHSTRSVSAVTKGLENMLKLGASVN.... Result: 0 (no interaction). (5) The miRNA is hsa-miR-125b-5p with sequence UCCCUGAGACCCUAACUUGUGA. The protein sequence of the target gene is MAGPVLTLGLLAALVVCALPGSWGLNEEQRLIQHLFNEKGYDKDLRPVARKEDKVDVALSLTLSNLISLKEVEETLTTNVWIDHAWVDSRLQWDANDFGNITVLRLPPDMVWLPEIVLENNNDGSFQISYACNVLVYDSGYVTWLPPAIFRSSCPISVTYFPFDWQNCSLKFSSLKYTAKEITLSLKQEEENNRSYPIEWIIIDPEGFTENGEWEIVHRAAKLNVDPSVPMDSTNHQDVTFYLIIRRKPLFYIINILVPCVLISFMINLVFYLPGDCGEKTSVAISVLLAQSVFLLLISK.... Result: 0 (no interaction). (6) The miRNA is hsa-miR-130a-5p with sequence GCUCUUUUCACAUUGUGCUACU. The protein sequence of the target gene is MSWIKEGELSLWERFCANIIKAGPMPKHIAFIMDGNRRYAKKCQVERQEGHSQGFNKLAETLRWCLNLGILEVTVYAFSIENFKRSKSEVDGLMDLARQKFSRLMEEKEKLQKHGVCIRVLGDLHLLPLDLQELIAQAVQATKNYNKCFLNVCFAYTSRHEISNAVREMAWGVEQGLLDPSDISESLLDKCLYTNRSPHPDILIRTSGEVRLSDFLLWQTSHSCLVFQPVLWPEYTFWNLFEAILQFQMNHSVLQKARDMYAEERKRQQLERDQATVTEQLLREGLQASGDAQLRRTRLH.... Result: 0 (no interaction). (7) The miRNA is mmu-miR-463-5p with sequence UACCUAAUUUGUUGUCCAUCAU. The protein sequence of the target gene is MAGPGSLCCASRGASALLATALLYAALGDVVRSEQQIPLSVVKLWASAFGGEIKSIAAKYSGSQLLQKKYKEYEKDVAIEEIDGLQLVKKLAKIMEEMFHKKSEAVRRLVEAAEEAHLKHEFDADLQYEYFNAVLINERDKDGNFLELGKEFILAPNDHFNNLPVNISLSDVQVPTNMYNKDPAIVNGVYWSESLNKVFVDNFDRDPSLIWQYFGSAKGFFRQYPGIKWEPDENGVIAFDCRNRKWYIQAATSPKDVVILVDVSGSMKGLRLTIAKQTVSSILDTLGDDDFFNIITYNEE.... Result: 0 (no interaction).